Dataset: Forward reaction prediction with 1.9M reactions from USPTO patents (1976-2016). Task: Predict the product of the given reaction. (1) Given the reactants [Br:1][C:2]1[CH:7]=[CH:6][C:5]([C:8]2[N:9]=[C:10]([C:22]3[CH:27]=[CH:26][C:25]([F:28])=[C:24]([F:29])[CH:23]=3)[O:11][C:12]=2[C@@H:13]2[CH2:18][CH2:17][CH2:16][CH2:15][C@H:14]2[C:19]([OH:21])=O)=[CH:4][CH:3]=1.CN(C(ON1N=[N:45][C:40]2[CH:41]=[CH:42]C=[N:44][C:39]1=2)=[N+](C)C)C.F[P-](F)(F)(F)(F)F.[Cl-].C(C1([NH3+])CC1)#N.CCN(C(C)C)C(C)C, predict the reaction product. The product is: [Br:1][C:2]1[CH:7]=[CH:6][C:5]([C:8]2[N:9]=[C:10]([C:22]3[CH:27]=[CH:26][C:25]([F:28])=[C:24]([F:29])[CH:23]=3)[O:11][C:12]=2[C@@H:13]2[CH2:18][CH2:17][CH2:16][CH2:15][C@H:14]2[C:19]([NH:45][C:40]2([C:39]#[N:44])[CH2:42][CH2:41]2)=[O:21])=[CH:4][CH:3]=1. (2) The product is: [ClH:26].[ClH:26].[NH2:8][C@@H:12]([CH2:13][N:14]([CH:21]([CH3:23])[CH3:22])[C:15]1[CH:20]=[CH:19][CH:18]=[CH:17][CH:16]=1)[CH2:11][OH:10]. Given the reactants C(OC([N:8]1[C@@H:12]([CH2:13][N:14]([CH:21]([CH3:23])[CH3:22])[C:15]2[CH:20]=[CH:19][CH:18]=[CH:17][CH:16]=2)[CH2:11][O:10]C1(C)C)=O)(C)(C)C.[ClH:26], predict the reaction product. (3) Given the reactants Br[C:2]1[CH:3]=[N:4][CH:5]=[C:6]2[C:11]=1[N:10]=[C:9]([C:12]([OH:14])=[O:13])[CH:8]=[CH:7]2.[Cl:15][C:16]1[CH:21]=[CH:20][C:19](B(O)O)=[CH:18][CH:17]=1.C(=O)([O-])[O-].[Cs+].[Cs+], predict the reaction product. The product is: [Cl:15][C:16]1[CH:21]=[CH:20][C:19]([C:2]2[CH:3]=[N:4][CH:5]=[C:6]3[C:11]=2[N:10]=[C:9]([C:12]([OH:14])=[O:13])[CH:8]=[CH:7]3)=[CH:18][CH:17]=1. (4) The product is: [Br:10][C:11]1[CH:16]=[CH:15][C:14]([NH:17][C:6](=[O:9])[CH2:7][Cl:8])=[C:13]([O:18][CH3:19])[CH:12]=1. Given the reactants [Cl:8][CH2:7][C:6](O[C:6](=[O:9])[CH2:7][Cl:8])=[O:9].[Br:10][C:11]1[CH:16]=[CH:15][C:14]([NH2:17])=[C:13]([O:18][CH3:19])[CH:12]=1, predict the reaction product. (5) Given the reactants [CH3:1][C:2]([C:13]1[CH:18]=[CH:17][C:16]([N+:19]([O-])=O)=[CH:15][N:14]=1)([C:8]([O:10][CH2:11][CH3:12])=[O:9])[C:3]([O:5][CH2:6][CH3:7])=[O:4].O, predict the reaction product. The product is: [NH2:19][C:16]1[CH:17]=[CH:18][C:13]([C:2]([CH3:1])([C:3]([O:5][CH2:6][CH3:7])=[O:4])[C:8]([O:10][CH2:11][CH3:12])=[O:9])=[N:14][CH:15]=1. (6) Given the reactants C[O:2][C:3]([C:5]1[C:6]2[N:7]([C:15]([CH:18]([CH3:20])[CH3:19])=[N:16][N:17]=2)[C:8]([C:11]([F:14])([F:13])[F:12])=[CH:9][CH:10]=1)=[O:4].[OH-].[K+].Cl.CCOCC, predict the reaction product. The product is: [CH:18]([C:15]1[N:7]2[C:8]([C:11]([F:12])([F:14])[F:13])=[CH:9][CH:10]=[C:5]([C:3]([OH:4])=[O:2])[C:6]2=[N:17][N:16]=1)([CH3:20])[CH3:19]. (7) Given the reactants [F:1][C:2]1[C:7]([F:8])=[CH:6][CH:5]=[CH:4][C:3]=1[CH2:9][CH2:10][OH:11].Cl[C:13]1[CH:14]=[C:15]2[N:22]([CH3:23])[C:21]([CH3:25])([CH3:24])[CH2:20][N:16]2[C:17](=[O:19])[N:18]=1, predict the reaction product. The product is: [F:1][C:2]1[C:7]([F:8])=[CH:6][CH:5]=[CH:4][C:3]=1[CH2:9][CH2:10][O:11][C:13]1[CH:14]=[C:15]2[N:22]([CH3:23])[C:21]([CH3:25])([CH3:24])[CH2:20][N:16]2[C:17](=[O:19])[N:18]=1. (8) Given the reactants Br[C:2]1[CH:3]=[CH:4][C:5]2[O:9][C:8]3[CH:10]=[CH:11][C:12]([N:14]4[C:26]5[CH:25]=[CH:24][CH:23]=[CH:22][C:21]=5[C:20]5[C:15]4=[CH:16][CH:17]=[CH:18][CH:19]=5)=[CH:13][C:7]=3[C:6]=2[CH:27]=1.[Li]CCCC.C(O[B:37]1[O:41][C:40]([CH3:43])([CH3:42])[C:39]([CH3:45])([CH3:44])[O:38]1)(C)C, predict the reaction product. The product is: [CH3:44][C:39]1([CH3:45])[C:40]([CH3:43])([CH3:42])[O:41][B:37]([C:2]2[CH:3]=[CH:4][C:5]3[O:9][C:8]4[CH:10]=[CH:11][C:12]([N:14]5[C:26]6[CH:25]=[CH:24][CH:23]=[CH:22][C:21]=6[C:20]6[C:15]5=[CH:16][CH:17]=[CH:18][CH:19]=6)=[CH:13][C:7]=4[C:6]=3[CH:27]=2)[O:38]1. (9) Given the reactants [Cl:1][C:2]1[CH:28]=[CH:27][CH:26]=[C:25]([C:29]([F:32])([F:31])[F:30])[C:3]=1[CH2:4][N:5]1[C:13]2[C:8](=[N:9][CH:10]=[CH:11][CH:12]=2)[C:7]([C:14]2[CH:23]=[CH:22][C:17]([C:18]([O:20]C)=[O:19])=[CH:16][C:15]=2[F:24])=[CH:6]1.[Li+].[OH-], predict the reaction product. The product is: [Cl:1][C:2]1[CH:28]=[CH:27][CH:26]=[C:25]([C:29]([F:32])([F:31])[F:30])[C:3]=1[CH2:4][N:5]1[C:13]2[C:8](=[N:9][CH:10]=[CH:11][CH:12]=2)[C:7]([C:14]2[CH:23]=[CH:22][C:17]([C:18]([OH:20])=[O:19])=[CH:16][C:15]=2[F:24])=[CH:6]1.